This data is from Catalyst prediction with 721,799 reactions and 888 catalyst types from USPTO. The task is: Predict which catalyst facilitates the given reaction. Reactant: Br[C:2]1[CH:3]=[C:4]2[C:8](=[CH:9][CH:10]=1)[NH:7][C:6](=[O:11])[CH2:5]2.[B:12]1([B:12]2[O:16][C:15]([CH3:18])([CH3:17])[C:14]([CH3:20])([CH3:19])[O:13]2)[O:16][C:15]([CH3:18])([CH3:17])[C:14]([CH3:20])([CH3:19])[O:13]1.CC([O-])=O.[K+]. Product: [CH3:19][C:14]1([CH3:20])[C:15]([CH3:18])([CH3:17])[O:16][B:12]([C:2]2[CH:3]=[C:4]3[C:8](=[CH:9][CH:10]=2)[NH:7][C:6](=[O:11])[CH2:5]3)[O:13]1. The catalyst class is: 225.